This data is from Catalyst prediction with 721,799 reactions and 888 catalyst types from USPTO. The task is: Predict which catalyst facilitates the given reaction. (1) Reactant: [NH2:1][CH:2]1[CH2:7][CH2:6][N:5]([CH2:8][CH:9]2[CH2:18][CH2:17][C:16]3[C:11]4=[C:12]([CH:20]=[CH:21][C:22](=[O:23])[N:10]24)[CH:13]=[CH:14][C:15]=3[F:19])[CH2:4][CH2:3]1.[N:24]1[C:29]2[O:30][CH2:31][CH2:32][S:33][C:28]=2[CH:27]=[C:26]([CH:34]=O)[N:25]=1.C(Cl)(Cl)[Cl:37]. Product: [NH3:1].[CH3:22][OH:23].[ClH:37].[ClH:37].[N:24]1[C:29]2[O:30][CH2:31][CH2:32][S:33][C:28]=2[CH:27]=[C:26]([CH2:34][NH:1][CH:2]2[CH2:7][CH2:6][N:5]([CH2:8][CH:9]3[CH2:18][CH2:17][C:16]4[C:11]5=[C:12]([CH:20]=[CH:21][C:22](=[O:23])[N:10]35)[CH:13]=[CH:14][C:15]=4[F:19])[CH2:4][CH2:3]2)[N:25]=1. The catalyst class is: 130. (2) Reactant: ClC1C=CC=C[C:3]=1[N:8]1[C:12]([OH:13])=[CH:11][C:10]([CH2:14][C:15]([O:17][CH3:18])=[O:16])=[N:9]1.C(O)(=O)C.[CH2:23]([C:27](OCC)(OCC)[O:28][CH2:29][CH3:30])[CH2:24][CH2:25][CH3:26]. Product: [CH2:29]([O:28]/[C:27](=[C:11]1/[C:10]([CH2:14][C:15]([O:17][CH3:18])=[O:16])=[N:9][N:8]([CH3:3])[C:12]/1=[O:13])/[CH2:23][CH2:24][CH2:25][CH3:26])[CH3:30]. The catalyst class is: 10. (3) Product: [Cl:7][C:8]1[CH:9]=[C:10]2[C:15](=[CH:16][CH:17]=1)[CH:14]=[C:13]([S:18]([CH2:19][C@@H:20]([OH:24])[C:21]([OH:23])=[O:22])(=[O:1])=[O:25])[CH:12]=[CH:11]2. The catalyst class is: 21. Reactant: [OH:1]OS([O-])=O.[K+].[Cl:7][C:8]1[CH:9]=[C:10]2[C:15](=[CH:16][CH:17]=1)[CH:14]=[C:13]([S:18][CH2:19][C@@H:20]([OH:24])[C:21]([OH:23])=[O:22])[CH:12]=[CH:11]2.[OH2:25]. (4) Reactant: [C:1]([O:5][C:6]([N:8]1[C:16]2[C:11](=[CH:12][C:13]([CH2:17][CH2:18][CH2:19][CH2:20][CH2:21]O)=[CH:14][CH:15]=2)[CH2:10][CH2:9]1)=[O:7])([CH3:4])([CH3:3])[CH3:2].CS(Cl)(=O)=O.C([N:30]([CH2:33][CH3:34])[CH2:31]C)C.[CH2:35](CN)C=C. Product: [C:1]([O:5][C:6]([N:8]1[C:16]2[C:11](=[CH:12][C:13]([CH2:17][CH2:18][CH2:19][CH2:20][CH2:21][N:30]([CH2:33][CH:34]=[CH2:35])[CH3:31])=[CH:14][CH:15]=2)[CH2:10][CH2:9]1)=[O:7])([CH3:4])([CH3:3])[CH3:2]. The catalyst class is: 59. (5) Reactant: C(OC([N:8]([CH2:16][C:17]1[CH:22]=[C:21](Cl)[N:20]=[C:19]([Cl:24])[N:18]=1)[C:9](=[O:15])[O:10][C:11]([CH3:14])([CH3:13])[CH3:12])=O)(C)(C)C.C(=O)([O-])[O-].[K+].[K+].CC1(C)OB([C:37]2[CH:38]=[N:39][C:40]([C:43]([F:46])([F:45])[F:44])=[N:41][CH:42]=2)OC1(C)C.O. Product: [Cl:24][C:19]1[N:20]=[C:21]([C:37]2[CH:38]=[N:39][C:40]([C:43]([F:46])([F:45])[F:44])=[N:41][CH:42]=2)[CH:22]=[C:17]([CH2:16][NH:8][C:9](=[O:15])[O:10][C:11]([CH3:12])([CH3:13])[CH3:14])[N:18]=1. The catalyst class is: 75. (6) Reactant: [NH2:1][C:2]1[CH:3]=[CH:4][C:5]([O:18][CH3:19])=[C:6]([NH:8][C:9]([NH:11][C:12]2[CH:17]=[N:16][CH:15]=[CH:14][N:13]=2)=[O:10])[CH:7]=1.[CH3:20][S:21](Cl)(=[O:23])=[O:22]. Product: [CH3:19][O:18][C:5]1[CH:4]=[CH:3][C:2]([NH:1][S:21]([CH3:20])(=[O:23])=[O:22])=[CH:7][C:6]=1[NH:8][C:9]([NH:11][C:12]1[CH:17]=[N:16][CH:15]=[CH:14][N:13]=1)=[O:10]. The catalyst class is: 17. (7) Reactant: [NH2:1][C:2]1[N:7]=[CH:6][C:5]([C:8]2[CH:13]=[CH:12][C:11]([C:14]([N:16]3[CH2:20][CH2:19][CH2:18][C@H:17]3[CH2:21][N:22]3[CH2:26][CH2:25][CH2:24][CH2:23]3)=[O:15])=[CH:10][CH:9]=2)=[CH:4][CH:3]=1.[CH3:27][S:28](Cl)(=[O:30])=[O:29]. Product: [N:22]1([CH2:21][C@@H:17]2[CH2:18][CH2:19][CH2:20][N:16]2[C:14]([C:11]2[CH:10]=[CH:9][C:8]([C:5]3[CH:4]=[CH:3][C:2]([NH:1][S:28]([CH3:27])(=[O:30])=[O:29])=[N:7][CH:6]=3)=[CH:13][CH:12]=2)=[O:15])[CH2:23][CH2:24][CH2:25][CH2:26]1. The catalyst class is: 272. (8) Reactant: [CH2:1]1[C:9]2[C:4](=[CH:5][C:6]([N:10]3[C:14]([SH:15])=[N:13][N:12]=[C:11]3[C:16]3[C:21]([OH:22])=[CH:20][CH:19]=[C:18]([CH:23]([CH3:25])[CH3:24])[C:17]=3O)=[CH:7][CH:8]=2)[CH2:3][C:2]21[O:30]CCO2.O.CC1C=CC(S(O)(=O)=[O:40])=CC=1. Product: [OH:22][C:21]1[CH:20]=[C:19]([OH:40])[C:18]([CH:23]([CH3:24])[CH3:25])=[CH:17][C:16]=1[C:11]1[N:10]([C:6]2[CH:5]=[C:4]3[C:9](=[CH:8][CH:7]=2)[CH2:1][C:2](=[O:30])[CH2:3]3)[C:14]([SH:15])=[N:13][N:12]=1. The catalyst class is: 21. (9) Reactant: C([O:8][C:9]1[C:10](=[O:26])[N:11]([CH2:15][C:16](=[O:25])[NH:17][O:18][C:19]2[CH:24]=[CH:23][CH:22]=[CH:21][CH:20]=2)[CH:12]=[CH:13][CH:14]=1)C1C=CC=CC=1.[H][H]. Product: [OH:8][C:9]1[C:10](=[O:26])[N:11]([CH2:15][C:16](=[O:25])[NH:17][O:18][C:19]2[CH:20]=[CH:21][CH:22]=[CH:23][CH:24]=2)[CH:12]=[CH:13][CH:14]=1. The catalyst class is: 50.